This data is from Full USPTO retrosynthesis dataset with 1.9M reactions from patents (1976-2016). The task is: Predict the reactants needed to synthesize the given product. (1) Given the product [C:1]([O:5][C:6]([N:8]1[CH2:13][CH2:12][N:11]([CH2:16][C:17]2[CH:22]=[CH:21][CH:20]=[CH:19][CH:18]=2)[CH2:10][C:9]1([CH3:15])[CH3:14])=[O:7])([CH3:4])([CH3:2])[CH3:3], predict the reactants needed to synthesize it. The reactants are: [C:1]([O:5][C:6]([N:8]1[CH2:13][CH2:12][NH:11][CH2:10][C:9]1([CH3:15])[CH3:14])=[O:7])([CH3:4])([CH3:3])[CH3:2].[CH:16](=O)[C:17]1[CH:22]=[CH:21][CH:20]=[CH:19][CH:18]=1.C(O[BH-](OC(=O)C)OC(=O)C)(=O)C.[Na+].O. (2) Given the product [ClH:56].[I:1][C:2]1[C:10]2[C:5](=[N:6][CH:7]=[N:8][C:9]=2[NH2:11])[N:4]([CH:13]2[CH2:17][CH2:16][NH:15][CH2:14]2)[N:3]=1, predict the reactants needed to synthesize it. The reactants are: [I:1][C:2]1[C:10]2[C:5](=[N:6][CH:7]=[N:8][C:9]=2[NH2:11])[NH:4][N:3]=1.O[CH:13]1[CH2:17][CH2:16][N:15](C(OC(C)(C)C)=O)[CH2:14]1.C1(P(C2C=CC=CC=2)C2C=CC=CC=2)C=CC=CC=1.N(C(OCC)=O)=NC(OCC)=O.[ClH:56]. (3) Given the product [NH2:1][C:4]1[CH:13]=[CH:12][C:11]2[N:10]=[CH:9][CH:8]=[CH:7][C:6]=2[C:5]=1[C:16]#[N:17], predict the reactants needed to synthesize it. The reactants are: [N+:1]([C:4]1[CH:5]=[C:6]2[C:11](=[CH:12][CH:13]=1)[N:10]=[CH:9][CH:8]=[CH:7]2)([O-])=O.[OH-].[K+].[C:16](CC(OCC)=O)#[N:17]. (4) Given the product [CH:38]1([CH2:41][O:42][NH:43][C:34]([CH:16]2[CH:15]([C:11]3[CH:12]=[CH:13][CH:14]=[C:9]([Cl:8])[C:10]=3[F:37])[C:19]([C:22]3[CH:27]=[CH:26][C:25]([Cl:28])=[CH:24][CH:23]=3)([C:20]#[N:21])[CH:18]([CH2:29][C:30]([CH3:33])([CH3:32])[CH3:31])[NH:17]2)=[O:36])[CH2:40][CH2:39]1, predict the reactants needed to synthesize it. The reactants are: FC(F)(F)C(O)=O.[Cl:8][C:9]1[C:10]([F:37])=[C:11]([CH:15]2[C:19]([C:22]3[CH:27]=[CH:26][C:25]([Cl:28])=[CH:24][CH:23]=3)([C:20]#[N:21])[CH:18]([CH2:29][C:30]([CH3:33])([CH3:32])[CH3:31])[NH:17][CH:16]2[C:34]([OH:36])=O)[CH:12]=[CH:13][CH:14]=1.[CH:38]1([CH2:41][O:42][NH2:43])[CH2:40][CH2:39]1.CN(C(ON1N=NC2C=CC=NC1=2)=[N+](C)C)C.F[P-](F)(F)(F)(F)F.CCN(C(C)C)C(C)C. (5) Given the product [ClH:28].[CH:1](/[C:4]1[C:14]2[O:13][CH2:12][CH2:11][NH:10][CH2:9][C:8]=2[CH:7]=[CH:6][CH:5]=1)=[CH:2]/[CH3:3], predict the reactants needed to synthesize it. The reactants are: [CH:1](/[C:4]1[C:14]2[O:13][CH2:12][CH2:11][N:10](C(OC(C)(C)C)=O)[CH2:9][C:8]=2[CH:7]=[CH:6][CH:5]=1)=[CH:2]/[CH3:3].C(OCC)(=O)C.[ClH:28]. (6) The reactants are: [C:1]([C:5]1[CH:23]=[C:8]2[N:9]=[C:10]([CH3:22])[C:11]([CH:14]([CH2:19][CH2:20][CH3:21])[C:15]([O:17][CH3:18])=[O:16])=[C:12](Cl)[N:7]2[N:6]=1)([CH3:4])([CH3:3])[CH3:2].[S:24]1[C:28]2[CH:29]=[CH:30][C:31](B3OC(C)(C)C(C)(C)O3)=[CH:32][C:27]=2[CH:26]=[CH:25]1.C(N(C(C)C)CC)(C)C. Given the product [C:1]([C:5]1[CH:23]=[C:8]2[N:9]=[C:10]([CH3:22])[C:11]([CH:14]([CH2:19][CH2:20][CH3:21])[C:15]([O:17][CH3:18])=[O:16])=[C:12]([C:31]3[CH:30]=[CH:29][C:28]4[S:24][CH:25]=[CH:26][C:27]=4[CH:32]=3)[N:7]2[N:6]=1)([CH3:4])([CH3:3])[CH3:2], predict the reactants needed to synthesize it. (7) Given the product [F:1][C:2]1[CH:3]=[C:4]2[C:5](=[CH:6][CH:7]=1)[CH:8]=[C:9]([C:10]([OH:12])=[O:11])[C:13]([CH3:17])=[C:14]2[OH:16], predict the reactants needed to synthesize it. The reactants are: [F:1][C:2]1[CH:7]=[CH:6][C:5](/[CH:8]=[C:9](\[CH:13]([CH3:17])[C:14]([OH:16])=O)/[C:10]([OH:12])=[O:11])=[CH:4][CH:3]=1.O.